The task is: Predict the product of the given reaction.. This data is from Forward reaction prediction with 1.9M reactions from USPTO patents (1976-2016). (1) Given the reactants [OH:1][CH:2]([CH2:18][CH2:19][CH2:20][CH2:21][CH2:22][CH3:23])[CH2:3][CH2:4][CH2:5][CH2:6][CH2:7][CH2:8][CH2:9][CH2:10][CH2:11][CH2:12][C:13]([O:15][CH2:16][CH3:17])=[O:14].N1C=CC=CC=1.[C:30](Cl)(=[O:42])[CH2:31][CH2:32][CH2:33][CH2:34][CH2:35][CH2:36][CH2:37][CH2:38][CH2:39][CH2:40][CH3:41].O, predict the reaction product. The product is: [C:30]([O:1][CH:2]([CH2:18][CH2:19][CH2:20][CH2:21][CH2:22][CH3:23])[CH2:3][CH2:4][CH2:5][CH2:6][CH2:7][CH2:8][CH2:9][CH2:10][CH2:11][CH2:12][C:13]([O:15][CH2:16][CH3:17])=[O:14])(=[O:42])[CH2:31][CH2:32][CH2:33][CH2:34][CH2:35][CH2:36][CH2:37][CH2:38][CH2:39][CH2:40][CH3:41]. (2) Given the reactants [Br:1][C:2]1[CH:11]=[N:10][C:5]2=[N:6][CH:7]=[CH:8][N:9]=[C:4]2[C:3]=1[CH3:12].[BH4-].[Na+].FC(F)(F)C(O)=O.[OH-].[Na+], predict the reaction product. The product is: [Br:1][C:2]1[CH:11]=[N:10][C:5]2[NH:6][CH2:7][CH2:8][NH:9][C:4]=2[C:3]=1[CH3:12]. (3) Given the reactants Br[C:2]1[N:7]=[CH:6][C:5]2[C:8]([N:14]3[CH2:17][CH:16]([C:18]([N:20]([CH3:22])[CH3:21])=[O:19])[CH2:15]3)=[N:9][N:10]([CH:11]([CH3:13])[CH3:12])[C:4]=2[CH:3]=1.C1(P(C2C=CC=CC=2)C2C3OC4C(=CC=CC=4P(C4C=CC=CC=4)C4C=CC=CC=4)C(C)(C)C=3C=CC=2)C=CC=CC=1.[CH2:65]([S:67]([N:70]1[CH:74]=[C:73]([C:75]2[N:80]=[C:79]([NH2:81])[CH:78]=[CH:77][N:76]=2)[CH:72]=[N:71]1)(=[O:69])=[O:68])[CH3:66].C(=O)([O-])[O-].[Cs+].[Cs+], predict the reaction product. The product is: [CH2:65]([S:67]([N:70]1[CH:74]=[C:73]([C:75]2[N:80]=[C:79]([NH:81][C:2]3[N:7]=[CH:6][C:5]4[C:8]([N:14]5[CH2:17][CH:16]([C:18]([N:20]([CH3:22])[CH3:21])=[O:19])[CH2:15]5)=[N:9][N:10]([CH:11]([CH3:13])[CH3:12])[C:4]=4[CH:3]=3)[CH:78]=[CH:77][N:76]=2)[CH:72]=[N:71]1)(=[O:68])=[O:69])[CH3:66]. (4) Given the reactants Cl.[CH2:2]([O:4][C:5]([C:7]1[CH:8]=[N:9][N:10]([C:12]2[N:21](COCC[Si](C)(C)C)[C:20](=[O:30])[C:19]3[C:14](=[CH:15][CH:16]=[C:17]([NH:31][C:32](=[O:39])[C:33]4[CH:38]=[CH:37][CH:36]=[CH:35][CH:34]=4)[CH:18]=3)[N:13]=2)[CH:11]=1)=[O:6])[CH3:3].O1CCOCC1, predict the reaction product. The product is: [CH2:2]([O:4][C:5]([C:7]1[CH:8]=[N:9][N:10]([C:12]2[NH:21][C:20](=[O:30])[C:19]3[C:14](=[CH:15][CH:16]=[C:17]([NH:31][C:32](=[O:39])[C:33]4[CH:34]=[CH:35][CH:36]=[CH:37][CH:38]=4)[CH:18]=3)[N:13]=2)[CH:11]=1)=[O:6])[CH3:3].